This data is from NCI-60 drug combinations with 297,098 pairs across 59 cell lines. The task is: Regression. Given two drug SMILES strings and cell line genomic features, predict the synergy score measuring deviation from expected non-interaction effect. Drug 1: CC(CN1CC(=O)NC(=O)C1)N2CC(=O)NC(=O)C2. Drug 2: CCC1(C2=C(COC1=O)C(=O)N3CC4=CC5=C(C=CC(=C5CN(C)C)O)N=C4C3=C2)O.Cl. Cell line: MCF7. Synergy scores: CSS=25.3, Synergy_ZIP=-8.41, Synergy_Bliss=4.51, Synergy_Loewe=-0.957, Synergy_HSA=5.58.